This data is from Catalyst prediction with 721,799 reactions and 888 catalyst types from USPTO. The task is: Predict which catalyst facilitates the given reaction. (1) Reactant: [CH3:1][C:2]1[C:6]2[CH:7]=[CH:8][C:9]([C:11]([F:14])([F:13])[F:12])=[CH:10][C:5]=2[S:4][C:3]=1[CH:15]([CH2:19][CH2:20][CH3:21])[CH2:16][CH2:17]O.C1(P(C2C=CC=CC=2)C2C=CC=CC=2)C=CC=CC=1.C(Br)(Br)(Br)[Br:42]. Product: [Br:42][CH2:17][CH2:16][CH:15]([C:3]1[S:4][C:5]2[CH:10]=[C:9]([C:11]([F:14])([F:13])[F:12])[CH:8]=[CH:7][C:6]=2[C:2]=1[CH3:1])[CH2:19][CH2:20][CH3:21]. The catalyst class is: 2. (2) The catalyst class is: 4. Product: [C:1]([C:5]1[CH:6]=[CH:7][C:8]([S:11]([NH:14][C:15]2[N:19]([CH3:20])[N:18]=[C:17]([O:21][CH2:22][CH2:23][O:24][C:25]3[N:30]=[CH:29][C:28]([S:31]([CH3:32])=[O:45])=[CH:27][N:26]=3)[C:16]=2[C:33]2[CH:38]=[CH:37][C:36]([CH3:39])=[CH:35][CH:34]=2)(=[O:13])=[O:12])=[CH:9][CH:10]=1)([CH3:4])([CH3:3])[CH3:2]. Reactant: [C:1]([C:5]1[CH:10]=[CH:9][C:8]([S:11]([NH:14][C:15]2[N:19]([CH3:20])[N:18]=[C:17]([O:21][CH2:22][CH2:23][O:24][C:25]3[N:30]=[CH:29][C:28]([S:31][CH3:32])=[CH:27][N:26]=3)[C:16]=2[C:33]2[CH:38]=[CH:37][C:36]([CH3:39])=[CH:35][CH:34]=2)(=[O:13])=[O:12])=[CH:7][CH:6]=1)([CH3:4])([CH3:3])[CH3:2].ClC1C=C(C=CC=1)C(OO)=[O:45]. (3) Reactant: [CH3:1][C:2]1[C:3]([N+:14]([O-:16])=[O:15])=[C:4]2[C:9](=[CH:10][CH:11]=1)[C:8](=O)[NH+:7]([O-])[CH:6]=[CH:5]2.P(Cl)(Cl)([Cl:19])=O. Product: [Cl:19][C:8]1[C:9]2[C:4](=[C:3]([N+:14]([O-:16])=[O:15])[C:2]([CH3:1])=[CH:11][CH:10]=2)[CH:5]=[CH:6][N:7]=1. The catalyst class is: 22. (4) Reactant: [Cl:1][C:2]1[C:7]2[CH:8]=[N:9][NH:10][C:6]=2[CH:5]=[CH:4][N:3]=1.[F:11][C:12]1[CH:19]=[CH:18][C:15]([CH2:16]Br)=[CH:14][CH:13]=1.[H-].[Na+].O. Product: [Cl:1][C:2]1[C:7]2[CH:8]=[N:9][N:10]([CH2:16][C:15]3[CH:18]=[CH:19][C:12]([F:11])=[CH:13][CH:14]=3)[C:6]=2[CH:5]=[CH:4][N:3]=1. The catalyst class is: 31. (5) Reactant: [N:1]1([C:7]([O:9][C:10]([CH3:13])([CH3:12])[CH3:11])=[O:8])[CH2:6][CH2:5][NH:4][CH2:3][CH2:2]1.C([O-])([O-])=O.[K+].[K+].Br[CH2:21][C:22]([O:24][CH2:25][CH3:26])=[O:23].O. Product: [CH2:25]([O:24][C:22](=[O:23])[CH2:21][N:4]1[CH2:5][CH2:6][N:1]([C:7]([O:9][C:10]([CH3:13])([CH3:12])[CH3:11])=[O:8])[CH2:2][CH2:3]1)[CH3:26]. The catalyst class is: 3.